This data is from Peptide-MHC class II binding affinity with 134,281 pairs from IEDB. The task is: Regression. Given a peptide amino acid sequence and an MHC pseudo amino acid sequence, predict their binding affinity value. This is MHC class II binding data. (1) The peptide sequence is AAATAGTTVYSAFAA. The MHC is HLA-DQA10102-DQB10602 with pseudo-sequence HLA-DQA10102-DQB10602. The binding affinity (normalized) is 0.741. (2) The peptide sequence is YEAFVLHFSEALRII. The MHC is DRB4_0101 with pseudo-sequence DRB4_0103. The binding affinity (normalized) is 0.556. (3) The peptide sequence is ELLKTVRLIKFLYQSNP. The MHC is HLA-DPA10103-DPB10301 with pseudo-sequence HLA-DPA10103-DPB10301. The binding affinity (normalized) is 0.425.